From a dataset of NCI-60 drug combinations with 297,098 pairs across 59 cell lines. Regression. Given two drug SMILES strings and cell line genomic features, predict the synergy score measuring deviation from expected non-interaction effect. (1) Drug 1: CC1=C(C(CCC1)(C)C)C=CC(=CC=CC(=CC(=O)O)C)C. Drug 2: CCC1=C2CN3C(=CC4=C(C3=O)COC(=O)C4(CC)O)C2=NC5=C1C=C(C=C5)O. Cell line: MDA-MB-435. Synergy scores: CSS=18.0, Synergy_ZIP=-1.68, Synergy_Bliss=0.633, Synergy_Loewe=-7.35, Synergy_HSA=0.491. (2) Drug 1: CN(C(=O)NC(C=O)C(C(C(CO)O)O)O)N=O. Drug 2: CCC1(C2=C(COC1=O)C(=O)N3CC4=CC5=C(C=CC(=C5CN(C)C)O)N=C4C3=C2)O.Cl. Synergy scores: CSS=1.70, Synergy_ZIP=-27.2, Synergy_Bliss=-58.1, Synergy_Loewe=-104, Synergy_HSA=-59.0. Cell line: CCRF-CEM. (3) Cell line: OVCAR3. Drug 2: CNC(=O)C1=NC=CC(=C1)OC2=CC=C(C=C2)NC(=O)NC3=CC(=C(C=C3)Cl)C(F)(F)F. Synergy scores: CSS=-5.12, Synergy_ZIP=0.416, Synergy_Bliss=-2.43, Synergy_Loewe=-7.71, Synergy_HSA=-4.45. Drug 1: CCC1(CC2CC(C3=C(CCN(C2)C1)C4=CC=CC=C4N3)(C5=C(C=C6C(=C5)C78CCN9C7C(C=CC9)(C(C(C8N6C=O)(C(=O)OC)O)OC(=O)C)CC)OC)C(=O)OC)O.OS(=O)(=O)O. (4) Drug 1: C1CCC(C1)C(CC#N)N2C=C(C=N2)C3=C4C=CNC4=NC=N3. Drug 2: CC1=CC2C(CCC3(C2CCC3(C(=O)C)OC(=O)C)C)C4(C1=CC(=O)CC4)C. Cell line: LOX IMVI. Synergy scores: CSS=7.41, Synergy_ZIP=-2.88, Synergy_Bliss=-0.637, Synergy_Loewe=-0.665, Synergy_HSA=0.605. (5) Synergy scores: CSS=15.4, Synergy_ZIP=-0.463, Synergy_Bliss=2.09, Synergy_Loewe=-15.5, Synergy_HSA=-0.696. Drug 1: COC1=NC(=NC2=C1N=CN2C3C(C(C(O3)CO)O)O)N. Drug 2: CC1=C(N=C(N=C1N)C(CC(=O)N)NCC(C(=O)N)N)C(=O)NC(C(C2=CN=CN2)OC3C(C(C(C(O3)CO)O)O)OC4C(C(C(C(O4)CO)O)OC(=O)N)O)C(=O)NC(C)C(C(C)C(=O)NC(C(C)O)C(=O)NCCC5=NC(=CS5)C6=NC(=CS6)C(=O)NCCC[S+](C)C)O. Cell line: IGROV1.